From a dataset of Catalyst prediction with 721,799 reactions and 888 catalyst types from USPTO. Predict which catalyst facilitates the given reaction. (1) Product: [O:40]1[CH2:44][CH2:43][O:42][CH:41]1[C:45]1[CH:52]=[CH:51][C:48]([C:49]2[N:21]=[C:16]([C:10]3[CH:9]=[N:8][N:7]([C:2]4[CH:3]=[CH:4][CH:5]=[CH:6][N:1]=4)[C:11]=3[C:12]([F:13])([F:14])[F:15])[O:18][N:50]=2)=[CH:47][CH:46]=1. The catalyst class is: 3. Reactant: [N:1]1[CH:6]=[CH:5][CH:4]=[CH:3][C:2]=1[N:7]1[C:11]([C:12]([F:15])([F:14])[F:13])=[C:10]([C:16]([OH:18])=O)[CH:9]=[N:8]1.CC[N:21]=C=NCCCN(C)C.C1C=CC2N(O)N=NC=2C=1.[O:40]1[CH2:44][CH2:43][O:42][CH:41]1[C:45]1[CH:52]=[CH:51][C:48]([C:49]#[N:50])=[CH:47][CH:46]=1. (2) Product: [CH3:1][C:2]1[C:3]([CH2:12][CH2:13][N:29]2[CH2:30][CH2:31][C:24]3([C:23](=[O:32])[N:22]([C:17]4[CH2:18][O:19][C:20](=[O:21])[C:16]=4[CH3:15])[CH2:26][CH2:25]3)[CH2:27][CH2:28]2)=[CH:4][CH:5]=[C:6]2[C:10]=1[CH2:9][O:8][C:7]2=[O:11]. The catalyst class is: 1. Reactant: [CH3:1][C:2]1[C:10]2[CH2:9][O:8][C:7](=[O:11])[C:6]=2[CH:5]=[CH:4][C:3]=1[CH2:12][CH:13]=O.[CH3:15][C:16]1[C:20](=[O:21])[O:19][CH2:18][C:17]=1[N:22]1[CH2:26][CH2:25][C:24]2([CH2:31][CH2:30][NH:29][CH2:28][CH2:27]2)[C:23]1=[O:32].[BH-](OC(C)=O)(OC(C)=O)OC(C)=O.[Na+]. (3) Product: [F:18][C:19]([F:24])([F:23])[C:20]([OH:22])=[O:21].[Br:1][C:2]1[S:3][C:4]2[CH2:5][NH:6][CH2:7][CH2:8][C:9]=2[N:10]=1. The catalyst class is: 2. Reactant: [Br:1][CH:2]1[N:10]=[C:9]2[C:4](=[CH:5][N:6](C(OC(C)(C)C)=O)[CH2:7][CH2:8]2)[S:3]1.[F:18][C:19]([F:24])([F:23])[C:20]([OH:22])=[O:21]. (4) Reactant: [CH3:1][N:2]1[C:7](=[O:8])[CH2:6][O:5][C:4]2[CH:9]=[CH:10][CH:11]=[C:12]([O:13][CH2:14][C:15]([O:17]CC)=O)[C:3]1=2.[NH2:20][CH2:21][CH:22]([OH:34])[CH2:23][N:24]1[CH2:33][CH2:32][C:31]2[C:26](=[CH:27][CH:28]=[CH:29][CH:30]=2)[CH2:25]1. Product: [CH2:25]1[C:26]2[C:31](=[CH:30][CH:29]=[CH:28][CH:27]=2)[CH2:32][CH2:33][N:24]1[CH2:23][CH:22]([OH:34])[CH2:21][NH:20][C:15](=[O:17])[CH2:14][O:13][C:12]1[C:3]2[N:2]([CH3:1])[C:7](=[O:8])[CH2:6][O:5][C:4]=2[CH:9]=[CH:10][CH:11]=1. The catalyst class is: 14. (5) Reactant: [N:1]1([CH:7]2[CH2:12][CH2:11][N:10]([C:13]([Cl:15])=[O:14])[CH2:9][CH2:8]2)[CH2:6][CH2:5][CH2:4][CH2:3][CH2:2]1.Cl.CCC1C2CN3C(=O)C4COC([C@](O)(CC)C=4C=C3C=2N=C2C=1C=C(OC(N1CCC(N3CCCCC3)CC1)=O)C=C2)=O.N1(C2CCNCC2)CCCCC1.C(Cl)(Cl)=O. Product: [ClH:15].[N:1]1([CH:7]2[CH2:8][CH2:9][N:10]([C:13]([Cl:15])=[O:14])[CH2:11][CH2:12]2)[CH2:2][CH2:3][CH2:4][CH2:5][CH2:6]1. The catalyst class is: 2.